Task: Predict the reactants needed to synthesize the given product.. Dataset: Full USPTO retrosynthesis dataset with 1.9M reactions from patents (1976-2016) Given the product [NH2:1][CH2:4][CH2:5][C@@H:6]([C:8]1[N:13]=[C:12]2[N:14]([CH3:23])[C:15](=[O:22])[N:16]([CH2:17][C:18]([CH3:20])([CH3:19])[CH3:21])[C:11]2=[CH:10][CH:9]=1)[CH3:7], predict the reactants needed to synthesize it. The reactants are: [N:1]([CH2:4][CH2:5][C@@H:6]([C:8]1[N:13]=[C:12]2[N:14]([CH3:23])[C:15](=[O:22])[N:16]([CH2:17][C:18]([CH3:21])([CH3:20])[CH3:19])[C:11]2=[CH:10][CH:9]=1)[CH3:7])=[N+]=[N-].